Dataset: Forward reaction prediction with 1.9M reactions from USPTO patents (1976-2016). Task: Predict the product of the given reaction. The product is: [NH2:2][C:3]1[S:4][CH:5]=[C:6]([CH2:8][N:12]([CH3:11])[O:13][CH3:14])[N:7]=1. Given the reactants Cl.[NH2:2][C:3]1[S:4][CH:5]=[C:6]([CH2:8]Cl)[N:7]=1.Cl.[CH3:11][NH:12][O:13][CH3:14].CCN(C(C)C)C(C)C, predict the reaction product.